Dataset: Forward reaction prediction with 1.9M reactions from USPTO patents (1976-2016). Task: Predict the product of the given reaction. Given the reactants C(O[C:6](=O)[NH:7][C@@H:8]([C:27]1[CH:32]=[CH:31][C:30]([O:33][CH2:34][CH2:35][O:36][Si](C(C)(C)C)(C)C)=[CH:29][CH:28]=1)[C:9]([N:11]1[CH2:15][CH2:14][C@H:13]([O:16][CH2:17][CH2:18][O:19][CH2:20][CH2:21][O:22][CH2:23][CH2:24][O:25][CH3:26])[CH2:12]1)=O)(C)(C)C.[H-].[Al+3].[Li+].[H-].[H-].[H-].C(=O)([O-])[O-].[Na+].[Na+].ClCCl, predict the reaction product. The product is: [CH3:26][O:25][CH2:24][CH2:23][O:22][CH2:21][CH2:20][O:19][CH2:18][CH2:17][O:16][C@H:13]1[CH2:14][CH2:15][N:11]([CH2:9][C@H:8]([C:27]2[CH:28]=[CH:29][C:30]([O:33][CH2:34][CH2:35][OH:36])=[CH:31][CH:32]=2)[NH:7][CH3:6])[CH2:12]1.